Dataset: Forward reaction prediction with 1.9M reactions from USPTO patents (1976-2016). Task: Predict the product of the given reaction. (1) Given the reactants [C:1]1([CH2:17][NH:18][CH2:19][C:20]2[CH:25]=[CH:24][C:23]([F:26])=[CH:22][CH:21]=2)[CH:6]=[CH:5][CH:4]=[CH:3][C:2]=1[CH2:7][NH:8][CH2:9][C:10]1[CH:15]=[CH:14][C:13]([F:16])=[CH:12][CH:11]=1.C(N(CC)CC)C.[Cl:34][C:35]1[CH:36]=[C:37]([S:42](Cl)(=[O:44])=[O:43])[CH:38]=[C:39]([Cl:41])[CH:40]=1, predict the reaction product. The product is: [Cl:41][C:39]1[CH:38]=[C:37]([S:42]([N:8]([CH2:9][C:10]2[CH:15]=[CH:14][C:13]([F:16])=[CH:12][CH:11]=2)[CH2:7][C:2]2[CH:3]=[CH:4][CH:5]=[CH:6][C:1]=2[CH2:17][NH:18][CH2:19][C:20]2[CH:25]=[CH:24][C:23]([F:26])=[CH:22][CH:21]=2)(=[O:43])=[O:44])[CH:36]=[C:35]([Cl:34])[CH:40]=1. (2) Given the reactants [Cl:1][C:2]1[CH:3]=[C:4]2[C:8](=[CH:9][CH:10]=1)[NH:7][C:6]([C:11]([OH:13])=O)=[CH:5]2.[NH2:14][C@H:15]1[CH2:23][C:22]2[C:17](=[CH:18][CH:19]=[CH:20][CH:21]=2)[C@@H:16]1[NH:24][C:25](=[O:31])[O:26][C:27]([CH3:30])([CH3:29])[CH3:28].CCN(C(C)C)C(C)C.C1C=CC2N(O)N=NC=2C=1.CCN=C=NCCCN(C)C, predict the reaction product. The product is: [Cl:1][C:2]1[CH:3]=[C:4]2[C:8](=[CH:9][CH:10]=1)[NH:7][C:6]([C:11]([NH:14][C@H:15]1[CH2:23][C:22]3[C:17](=[CH:18][CH:19]=[CH:20][CH:21]=3)[C@@H:16]1[NH:24][C:25](=[O:31])[O:26][C:27]([CH3:29])([CH3:28])[CH3:30])=[O:13])=[CH:5]2. (3) The product is: [NH2:1][C@H:2]([C:8]([OH:10])=[O:9])[CH2:3][CH2:4][CH2:5][NH2:6].[NH2:1][C@H:2]([C:8]([OH:10])=[O:9])[CH2:3][CH2:4][C:5](=[O:7])[NH2:6].[OH:11][CH2:12][C:13]([C@H:15]([C@@H:17]([C@@H:19]([CH2:21][OH:22])[OH:20])[OH:18])[OH:16])=[O:14]. Given the reactants [NH2:1][C@H:2]([C:8]([OH:10])=[O:9])[CH2:3][CH2:4][C:5](=[O:7])[NH2:6].[OH:11][CH2:12][C:13]([C@H:15]([C@@H:17]([C@@H:19]([CH2:21][OH:22])[OH:20])[OH:18])[OH:16])=[O:14], predict the reaction product. (4) Given the reactants [C:1]([S:4][CH2:5][C:6]1[CH:7]=[C:8]([C:17]([O:19][CH2:20][CH3:21])=[O:18])[CH:9]=[C:10]([CH:16]=1)[C:11]([O:13][CH2:14][CH3:15])=[O:12])(=O)C.C[O-].[Na+].CI, predict the reaction product. The product is: [CH3:1][S:4][CH2:5][C:6]1[CH:7]=[C:8]([C:17]([O:19][CH2:20][CH3:21])=[O:18])[CH:9]=[C:10]([CH:16]=1)[C:11]([O:13][CH2:14][CH3:15])=[O:12]. (5) Given the reactants [Br:1][C:2]1[CH:3]=[N:4][C:5]2[N:6]([CH:8]=[C:9]([C:11]3[CH:12]=[C:13]([CH:15]=[CH:16][C:17]=3[F:18])[NH2:14])[N:10]=2)[CH:7]=1.C(N(CC)CC)C.[S:26](Cl)([CH3:29])(=[O:28])=[O:27].O, predict the reaction product. The product is: [Br:1][C:2]1[CH:3]=[N:4][C:5]2[N:6]([CH:8]=[C:9]([C:11]3[CH:12]=[C:13]([NH:14][S:26]([CH3:29])(=[O:28])=[O:27])[CH:15]=[CH:16][C:17]=3[F:18])[N:10]=2)[CH:7]=1. (6) Given the reactants [CH:1]1([C@@H:6]2[NH:11][C:10](=[O:12])[C@H:9]([CH2:13][CH:14]([CH3:16])[CH3:15])[NH:8][CH2:7]2)[CH2:5][CH2:4][CH2:3][CH2:2]1.[F:17][C:18]1[CH:19]=[C:20]2[C:28](=[CH:29][CH:30]=1)[C:27]1[O:26][N:25]=[C:24]([C:31](O)=[O:32])[C:23]=1[CH2:22][CH2:21]2.C([C@@H]1N(C([C@@H]2C[C@H]2C2C=CC=CC=2)=O)C[C@H](CC(C)C)NC1=O)C(C)C, predict the reaction product. The product is: [CH:1]1([C@@H:6]2[NH:11][C:10](=[O:12])[C@H:9]([CH2:13][CH:14]([CH3:16])[CH3:15])[N:8]([C:31]([C:24]3[C:23]4[CH2:22][CH2:21][C:20]5[C:28]([C:27]=4[O:26][N:25]=3)=[CH:29][CH:30]=[C:18]([F:17])[CH:19]=5)=[O:32])[CH2:7]2)[CH2:2][CH2:3][CH2:4][CH2:5]1. (7) Given the reactants [ClH:1].[CH2:2]1[C:14]2[C:13]3[CH:12]=[CH:11][CH:10]=[CH:9][C:8]=3[N:7]([CH2:15][C:16]([O:18][CH2:19][CH3:20])=[O:17])[C:6]=2[CH2:5][CH2:4][NH:3]1.C1(NN)C=CC=CC=1, predict the reaction product. The product is: [ClH:1].[Cl:1][C:10]1[CH:11]=[CH:12][C:13]2[C:14]3[CH2:2][NH:3][CH2:4][CH2:5][C:6]=3[N:7]([CH2:15][C:16]([O:18][CH2:19][CH3:20])=[O:17])[C:8]=2[CH:9]=1. (8) Given the reactants [CH3:1][O:2][C:3]1[C:12]2[C:7](=[CH:8][CH:9]=[CH:10][CH:11]=2)[C:6]([OH:13])=[CH:5][CH:4]=1.[C:14](Cl)(=[O:16])[CH3:15], predict the reaction product. The product is: [C:14]([C:5]1[CH:4]=[C:3]([O:2][CH3:1])[C:12]2[C:7](=[CH:8][CH:9]=[CH:10][CH:11]=2)[C:6]=1[OH:13])(=[O:16])[CH3:15].